From a dataset of Full USPTO retrosynthesis dataset with 1.9M reactions from patents (1976-2016). Predict the reactants needed to synthesize the given product. (1) Given the product [CH3:1][S:2][C:3]1[CH:8]=[CH:7][C:6]([N:9]2[CH2:13][C@H:12]([CH2:14][N:15]3[CH:20]=[CH:19][N:17]=[N:16]3)[O:11][C:10]2=[O:18])=[CH:5][CH:4]=1, predict the reactants needed to synthesize it. The reactants are: [CH3:1][S:2][C:3]1[CH:8]=[CH:7][C:6]([N:9]2[CH2:13][C@H:12]([CH2:14][N:15]=[N+:16]=[N-:17])[O:11][C:10]2=[O:18])=[CH:5][CH:4]=1.[C:19]12CC(CC1)=C[CH:20]=2. (2) Given the product [F:1][C:2]([F:7])([F:6])[C:3]([N:5]=[S:40]([CH2:39][C:37]1[CH:36]=[CH:35][N:34]=[C:33]([NH:32][C:29]2[CH:28]=[C:27]([C:42]3[CH:47]=[CH:46][C:45]([F:48])=[CH:44][C:43]=3[O:49][CH3:50])[C:26]([F:25])=[CH:31][N:30]=2)[CH:38]=1)[CH3:41])=[O:4], predict the reactants needed to synthesize it. The reactants are: [F:1][C:2]([F:7])([F:6])[C:3]([NH2:5])=[O:4].CC(C)([O-])C.[Na+].BrN1C(C)(C)C(=O)N(Br)C1=O.[F:25][C:26]1[C:27]([C:42]2[CH:47]=[CH:46][C:45]([F:48])=[CH:44][C:43]=2[O:49][CH3:50])=[CH:28][C:29]([NH:32][C:33]2[CH:38]=[C:37]([CH2:39][S:40][CH3:41])[CH:36]=[CH:35][N:34]=2)=[N:30][CH:31]=1.S([O-])([O-])=O.[Na+].[Na+]. (3) Given the product [Cl:14][CH2:1][C:2]1[N:3]=[CH:4][CH:5]=[C:6]([CH3:13])[C:7]=1[C:8]([O:10][CH2:11][CH3:12])=[O:9], predict the reactants needed to synthesize it. The reactants are: [CH3:1][C:2]1[C:7]([C:8]([O:10][CH2:11][CH3:12])=[O:9])=[C:6]([CH3:13])[CH:5]=[CH:4][N:3]=1.[Cl:14]N1C(=O)N(Cl)C(=O)N(Cl)C1=O. (4) Given the product [C:1]([N:8]1[CH2:12][C@@H:11]([O:13][S:14]([CH3:17])(=[O:15])=[O:16])[CH2:10][C@H:9]1[CH2:18][O:19][Si:29]([C:25]([CH3:28])([CH3:27])[CH3:26])([C:36]1[CH:37]=[CH:38][CH:39]=[CH:40][CH:41]=1)[C:30]1[CH:35]=[CH:34][CH:33]=[CH:32][CH:31]=1)([O:3][C:4]([CH3:7])([CH3:6])[CH3:5])=[O:2], predict the reactants needed to synthesize it. The reactants are: [C:1]([N:8]1[CH2:12][C@@H:11]([O:13][S:14]([CH3:17])(=[O:16])=[O:15])[CH2:10][C@H:9]1[CH2:18][OH:19])([O:3][C:4]([CH3:7])([CH3:6])[CH3:5])=[O:2].N1C=CN=C1.[C:25]([Si:29](Cl)([C:36]1[CH:41]=[CH:40][CH:39]=[CH:38][CH:37]=1)[C:30]1[CH:35]=[CH:34][CH:33]=[CH:32][CH:31]=1)([CH3:28])([CH3:27])[CH3:26]. (5) Given the product [O:12]1[CH2:13][CH2:14][CH2:15][CH2:16][N:11]1[CH:8]1[CH2:7][CH2:6][C:5](=[O:4])[CH2:10][CH2:9]1, predict the reactants needed to synthesize it. The reactants are: O1[C:5]2([CH2:10][CH2:9][CH:8]([N:11]3[CH2:16][CH2:15][CH2:14][CH2:13][O:12]3)[CH2:7][CH2:6]2)[O:4]CC1.Cl. (6) Given the product [CH2:1]([O:8][CH2:9][CH2:10][N:11]1[C:17](=[O:18])[C@@H:16]([NH:19][C:20](=[O:25])[CH2:21][C:22]([NH:38][CH2:37][CH2:36][C:35]([F:40])([F:39])[F:34])=[O:23])[C:15]2[CH:26]=[CH:27][CH:28]=[CH:29][C:14]=2[C:13]2[CH:30]=[CH:31][CH:32]=[CH:33][C:12]1=2)[C:2]1[CH:3]=[CH:4][CH:5]=[CH:6][CH:7]=1, predict the reactants needed to synthesize it. The reactants are: [CH2:1]([O:8][CH2:9][CH2:10][N:11]1[C:17](=[O:18])[C@@H:16]([NH:19][C:20](=[O:25])[CH2:21][C:22](O)=[O:23])[C:15]2[CH:26]=[CH:27][CH:28]=[CH:29][C:14]=2[C:13]2[CH:30]=[CH:31][CH:32]=[CH:33][C:12]1=2)[C:2]1[CH:7]=[CH:6][CH:5]=[CH:4][CH:3]=1.[F:34][C:35]([F:40])([F:39])[CH2:36][CH2:37][NH2:38]. (7) Given the product [CH3:24][C:21]1([CH3:25])[O:20][CH:19]([CH2:18][O:17][C:13]2[CH:12]=[C:11]([C:10]3[C:3]4[C:2]([NH2:1])=[N:7][CH:6]=[N:5][C:4]=4[N:8]([C@H:26]4[CH2:29][C@@H:28]([CH2:30][N:34]5[CH2:35][CH2:36][S:32][CH2:33]5)[CH2:27]4)[CH:9]=3)[CH:16]=[CH:15][CH:14]=2)[CH2:23][CH2:22]1, predict the reactants needed to synthesize it. The reactants are: [NH2:1][C:2]1[C:3]2[C:10]([C:11]3[CH:16]=[CH:15][CH:14]=[C:13]([O:17][CH2:18][CH:19]4[CH2:23][CH2:22][C:21]([CH3:25])([CH3:24])[O:20]4)[CH:12]=3)=[CH:9][N:8]([C@@H:26]3[CH2:29][C@H:28]([CH2:30]O)[CH2:27]3)[C:4]=2[N:5]=[CH:6][N:7]=1.[S:32]1[CH2:36][CH2:35][NH:34][CH2:33]1. (8) Given the product [Cl:26][C:23]1[CH:24]=[CH:25][C:20]([C:18]([CH:15]2[CH2:14][CH2:13][N:12]([CH2:11][CH2:10][C@H:7]3[CH2:8][CH2:9][C@H:4]([NH:3][C:37](=[O:38])[C:36]4[CH:35]=[CH:34][C:33]([N:27]5[CH2:32][CH2:31][O:30][CH2:29][CH2:28]5)=[CH:41][CH:40]=4)[CH2:5][CH2:6]3)[CH2:17][CH2:16]2)=[O:19])=[CH:21][CH:22]=1, predict the reactants needed to synthesize it. The reactants are: Cl.Cl.[NH2:3][C@H:4]1[CH2:9][CH2:8][C@H:7]([CH2:10][CH2:11][N:12]2[CH2:17][CH2:16][CH:15]([C:18]([C:20]3[CH:25]=[CH:24][C:23]([Cl:26])=[CH:22][CH:21]=3)=[O:19])[CH2:14][CH2:13]2)[CH2:6][CH2:5]1.[N:27]1([C:33]2[CH:41]=[CH:40][C:36]([C:37](O)=[O:38])=[CH:35][CH:34]=2)[CH2:32][CH2:31][O:30][CH2:29][CH2:28]1. (9) The reactants are: F[C:2]1[CH:7]=[CH:6][C:5]([N+:8]([O-:10])=[O:9])=[C:4]([O:11][CH3:12])[CH:3]=1.C([O-])([O-])=O.[K+].[K+].[CH2:19]([NH2:25])[CH2:20][CH2:21][CH2:22][CH2:23][CH3:24]. Given the product [CH2:19]([NH:25][C:2]1[CH:7]=[CH:6][C:5]([N+:8]([O-:10])=[O:9])=[C:4]([O:11][CH3:12])[CH:3]=1)[CH2:20][CH2:21][CH2:22][CH2:23][CH3:24], predict the reactants needed to synthesize it. (10) Given the product [NH2:1][C@H:2]([C:8]([O:10][C:13](=[O:25])[CH2:14][CH2:15][CH2:16][CH2:17][CH2:18][CH2:19][CH2:20][CH2:21][CH2:22][CH2:23][CH3:24])=[O:9])[CH2:3][CH2:4][C:5]([O-:7])=[O:6].[Na+:11], predict the reactants needed to synthesize it. The reactants are: [NH2:1][C@H:2]([C:8]([O-:10])=[O:9])[CH2:3][CH2:4][C:5]([O-:7])=[O:6].[Na+:11].[Na+].[C:13](Cl)(=[O:25])[CH2:14][CH2:15][CH2:16][CH2:17][CH2:18][CH2:19][CH2:20][CH2:21][CH2:22][CH2:23][CH3:24].N[C@H](C(O)=O)CCC(O)=O.[OH-].[Na+].N(CC([O-])=O)C.[Na+].